From a dataset of Catalyst prediction with 721,799 reactions and 888 catalyst types from USPTO. Predict which catalyst facilitates the given reaction. (1) Reactant: [CH3:1][O:2][C:3]1C=C2C(=C[C:12]=1C=O)[N:9](C)C(=O)C(C)(C)C2.C(N([CH2:24][CH3:25])CC)C.Cl.Cl.N[C@H]1CCCN[C@H]1C1C=CC=CC=1.C[OH:42]. Product: [CH3:12][CH2:3][O:2][C:24]([CH3:25])=[O:42].[CH3:1][OH:2].[NH4+:9].[OH-:2]. The catalyst class is: 11. (2) The catalyst class is: 7. Product: [C:1]([C:5]1[CH:10]=[CH:9][C:8]([S:11]([NH:17][C:18]2[CH:22]=[CH:21][S:20][C:19]=2[C:23]([O:25][CH3:26])=[O:24])(=[O:13])=[O:12])=[C:7]([O:15][CH3:16])[CH:6]=1)([CH3:4])([CH3:3])[CH3:2]. Reactant: [C:1]([C:5]1[CH:10]=[CH:9][C:8]([S:11](Cl)(=[O:13])=[O:12])=[C:7]([O:15][CH3:16])[CH:6]=1)([CH3:4])([CH3:3])[CH3:2].[NH2:17][C:18]1[CH:22]=[CH:21][S:20][C:19]=1[C:23]([O:25][CH3:26])=[O:24].[H-].[Na+]. (3) Reactant: [CH3:1][O:2][C:3]1[C:8]([C:9]2[CH:14]=[CH:13][CH:12]=[C:11]([C:15]3[O:16][CH:17]=[N:18][N:19]=3)[CH:10]=2)=[CH:7][C:6]([CH:20]=[O:21])=[CH:5][CH:4]=1.[F:22][C:23]1[CH:28]=[CH:27][C:26]([Mg]Br)=[CH:25][CH:24]=1.[NH4+].[Cl-]. Product: [F:22][C:23]1[CH:28]=[CH:27][C:26]([CH:20]([C:6]2[CH:7]=[C:8]([C:9]3[CH:14]=[CH:13][CH:12]=[C:11]([C:15]4[O:16][CH:17]=[N:18][N:19]=4)[CH:10]=3)[C:3]([O:2][CH3:1])=[CH:4][CH:5]=2)[OH:21])=[CH:25][CH:24]=1. The catalyst class is: 1. (4) Reactant: [C:1]([N:4]([CH2:9][C:10]([OH:12])=O)[CH2:5][C:6]([OH:8])=[O:7])(=[O:3])[CH3:2].[OH2:13]. Product: [C:6]([CH2:5][N:4]1[CH2:2][C:1](=[O:3])[N:4]([CH2:5][C:6]([OH:8])=[O:7])[CH2:9][C:10]1=[O:12])([OH:7])=[O:13]. The catalyst class is: 15. (5) Reactant: [CH3:1][O:2][C:3]([C:5]1[CH:18]=[CH:17][C:8]([O:9][CH2:10][CH:11]2[CH2:16][CH2:15][NH:14][CH2:13][CH2:12]2)=[CH:7][CH:6]=1)=[O:4].F[C:20]1[CH:25]=[CH:24][C:23]([CH:26]=[O:27])=[CH:22][N:21]=1.C(N(C(C)C)CC)(C)C. Product: [CH:26]([C:23]1[CH:24]=[CH:25][C:20]([N:14]2[CH2:15][CH2:16][CH:11]([CH2:10][O:9][C:8]3[CH:17]=[CH:18][C:5]([C:3]([O:2][CH3:1])=[O:4])=[CH:6][CH:7]=3)[CH2:12][CH2:13]2)=[N:21][CH:22]=1)=[O:27]. The catalyst class is: 3. (6) Reactant: [Cl:1][C:2]1[CH:3]=[N:4][C:5]([CH3:11])=[C:6]([CH:10]=1)[C:7](O)=[O:8].C(Cl)[Cl:13].C(Cl)(=O)C(Cl)=O. Product: [Cl:1][C:2]1[CH:3]=[N:4][C:5]([CH3:11])=[C:6]([CH:10]=1)[C:7]([Cl:13])=[O:8]. The catalyst class is: 3. (7) Reactant: [F:1][C:2]1[CH:3]=[C:4]([C:27]2[CH:32]=[CH:31][CH:30]=[C:29]([O:33][CH3:34])[CH:28]=2)[CH:5]=[CH:6][C:7]=1[N:8]1[C:12](=[O:13])[NH:11][N:10]=[C:9]1[CH2:14][C@@H:15]1[CH2:19][CH2:18][N:17]([C:20]([O:22]C(C)(C)C)=O)[CH2:16]1.Cl.[C:36](Cl)(=O)[CH2:37]C.[NH4+].[Cl-]. The catalyst class is: 346. Product: [F:1][C:2]1[CH:3]=[C:4]([C:27]2[CH:32]=[CH:31][CH:30]=[C:29]([O:33][CH3:34])[CH:28]=2)[CH:5]=[CH:6][C:7]=1[N:8]1[C:9]([CH2:14][C@@H:15]2[CH2:19][CH2:18][N:17]([C:20](=[O:22])[CH2:36][CH3:37])[CH2:16]2)=[N:10][NH:11][C:12]1=[O:13]. (8) Reactant: [Br:1][C:2]1[C:3](=[O:20])[NH:4][N:5]=[CH:6][C:7]=1[N:8]1[CH2:13][CH2:12][CH:11]([C:14]2[CH:19]=[CH:18][CH:17]=[CH:16][CH:15]=2)[CH2:10][CH2:9]1.[C:21](O[C:21]([O:23][C:24]([CH3:27])([CH3:26])[CH3:25])=[O:22])([O:23][C:24]([CH3:27])([CH3:26])[CH3:25])=[O:22].C(N(CC)CC)C. Product: [Br:1][C:2]1[C:3](=[O:20])[N:4]([C:21]([O:23][C:24]([CH3:27])([CH3:26])[CH3:25])=[O:22])[N:5]=[CH:6][C:7]=1[N:8]1[CH2:13][CH2:12][CH:11]([C:14]2[CH:15]=[CH:16][CH:17]=[CH:18][CH:19]=2)[CH2:10][CH2:9]1. The catalyst class is: 4. (9) Reactant: [Br:1][C:2]1[CH:3]=[C:4]([O:9][C:10]2[C:15]([F:16])=[C:14]([CH3:17])[CH:13]=[CH:12][C:11]=2[Cl:18])[CH:5]=[C:6]([Cl:8])[CH:7]=1.C1C(=O)N([Br:26])C(=O)C1. Product: [Br:1][C:2]1[CH:3]=[C:4]([O:9][C:10]2[C:15]([F:16])=[C:14]([CH2:17][Br:26])[CH:13]=[CH:12][C:11]=2[Cl:18])[CH:5]=[C:6]([Cl:8])[CH:7]=1. The catalyst class is: 53.